Dataset: Drug-target binding data from BindingDB using IC50 measurements. Task: Regression. Given a target protein amino acid sequence and a drug SMILES string, predict the binding affinity score between them. We predict pIC50 (pIC50 = -log10(IC50 in M); higher means more potent). Dataset: bindingdb_ic50. The small molecule is COc1cncc(-c2cnc(C(C)(C)N3CCN(C[C@@H](O)C[C@@H](Cc4nnc(C)o4)C(=O)N[C@H]4c5ccccc5OC[C@H]4O)[C@H](C(=O)NCC(F)(F)F)C3)o2)c1. The pIC50 is 9.3. The target protein sequence is PQITLWKRPLVTIKIGGQLKEALLDTGADDTVLEEMNLPGRWKPKMIGGIGGFIKVRQYDQILIEICGHKAIGTVLVGPTPVNIIGRNLLTQIGCTLNF.